Dataset: Full USPTO retrosynthesis dataset with 1.9M reactions from patents (1976-2016). Task: Predict the reactants needed to synthesize the given product. (1) Given the product [NH2:11][C@H:12]([CH2:21][O:22][CH2:23][O:24][CH3:25])[CH2:13][C:14]([O:16][C:17]([CH3:20])([CH3:18])[CH3:19])=[O:15], predict the reactants needed to synthesize it. The reactants are: C(OC([NH:11][C@H:12]([CH2:21][O:22][CH2:23][O:24][CH3:25])[CH2:13][C:14]([O:16][C:17]([CH3:20])([CH3:19])[CH3:18])=[O:15])=O)C1C=CC=CC=1.[H][H]. (2) Given the product [O:1]1[CH2:2][CH2:3][CH2:4][CH2:5][CH:6]1[C:12]1([S:14][C@H:15]([CH2:26][O:27][C:28](=[O:30])[CH3:29])[C@@H:16]([O:22][C:23](=[O:25])[CH3:24])[C@H:17]([O:18][C:19](=[O:21])[CH3:20])[C@H:11]1[O:10][C:7](=[O:9])[CH3:8])[OH:13], predict the reactants needed to synthesize it. The reactants are: [O:1]1[CH:6]=[CH:5][CH2:4][CH2:3][CH2:2]1.[C:7]([O:10][C@@H:11]1[C@@H:17]([O:18][C:19](=[O:21])[CH3:20])[C@H:16]([O:22][C:23](=[O:25])[CH3:24])[C@@H:15]([CH2:26][O:27][C:28](=[O:30])[CH3:29])[S:14][CH:12]1[OH:13])(=[O:9])[CH3:8].C(=O)(O)[O-].[Na+]. (3) Given the product [CH2:43]([O:42][C:40](=[O:41])[CH2:39][NH:29][CH2:28][CH2:27][CH2:26][N:10]([C:9]([O:8][CH2:1][C:2]1[CH:3]=[CH:4][CH:5]=[CH:6][CH:7]=1)=[O:30])[CH2:11][CH2:12][CH2:13][CH2:14][NH:25][C:1]([O:8][CH2:9][C:37]1[CH:36]=[CH:4][CH:3]=[CH:2][CH:7]=1)=[O:45])[CH3:44], predict the reactants needed to synthesize it. The reactants are: [CH2:1]([O:8][C:9](=[O:30])[N:10]([CH2:26][CH2:27][CH2:28][NH2:29])[CH2:11][CH2:12][CH2:13][CH:14]([NH2:25])C(OCC1C=CC=CC=1)=O)[C:2]1[CH:7]=[CH:6][CH:5]=[CH:4][CH:3]=1.C(N([CH2:36][CH3:37])CC)C.Br[CH2:39][C:40]([O:42][CH2:43][CH3:44])=[O:41].[OH2:45].